The task is: Predict the reactants needed to synthesize the given product.. This data is from Full USPTO retrosynthesis dataset with 1.9M reactions from patents (1976-2016). (1) Given the product [CH2:1]([C:4]1[CH:13]=[C:12]([F:14])[C:11]([F:15])=[CH:10][C:5]=1[CH2:6][OH:7])[CH:2]=[CH2:3], predict the reactants needed to synthesize it. The reactants are: [CH2:1]([C:4]1[CH:13]=[C:12]([F:14])[C:11]([F:15])=[CH:10][C:5]=1[C:6](OC)=[O:7])[CH:2]=[CH2:3].[H-].[H-].[H-].[H-].[Li+].[Al+3]. (2) Given the product [NH2:17][C:15]1[CH:14]=[N:13][N:12]([CH2:11][C:10]([NH:9][C:3]2[CH:4]=[CH:5][CH:6]=[C:7]([F:8])[C:2]=2[F:1])=[O:22])[CH:16]=1, predict the reactants needed to synthesize it. The reactants are: [F:1][C:2]1[C:7]([F:8])=[CH:6][CH:5]=[CH:4][C:3]=1[NH:9][C:10](=[O:22])[CH2:11][N:12]1[CH:16]=[C:15]([N:17]=CN(C)C)[CH:14]=[N:13]1.[NH4+].[OH-].OS(O)(=O)=O.